Dataset: Catalyst prediction with 721,799 reactions and 888 catalyst types from USPTO. Task: Predict which catalyst facilitates the given reaction. (1) Reactant: Cl.[NH2:2][C:3]1[CH:4]=[CH:5][C:6]([CH3:26])=[C:7]([CH:25]=1)[NH:8][C:9]1[CH:14]=[C:13]([C:15]([F:18])([F:17])[F:16])[N:12]=[C:11]([C:19]2[CH:20]=[N:21][CH:22]=[CH:23][CH:24]=2)[N:10]=1.[C:27](O)(=[O:34])[C:28]1[CH:33]=[CH:32][CH:31]=[CH:30][CH:29]=1.Cl.C(N=C=NCCCN(C)C)C. Product: [CH3:26][C:6]1[CH:5]=[CH:4][C:3]([NH:2][C:27](=[O:34])[C:28]2[CH:33]=[CH:32][CH:31]=[CH:30][CH:29]=2)=[CH:25][C:7]=1[NH:8][C:9]1[CH:14]=[C:13]([C:15]([F:17])([F:18])[F:16])[N:12]=[C:11]([C:19]2[CH:20]=[N:21][CH:22]=[CH:23][CH:24]=2)[N:10]=1. The catalyst class is: 4. (2) Reactant: [CH3:1][C:2]([O:5][C:6]([N:8]1[CH:12]2[CH2:13][CH:14]([OH:16])[CH2:15][CH:9]1[CH2:10][CH2:11]2)=[O:7])([CH3:4])[CH3:3].C1OCCOCCOCCOCCOCCOC1.CC(C)([O-])C.[K+].Br[CH2:42][C:43]1[C:44]([C:51]2[CH:56]=[CH:55][CH:54]=[CH:53][C:52]=2[CH3:57])=[N:45][O:46][C:47]=1[CH:48]1[CH2:50][CH2:49]1. Product: [CH:48]1([C:47]2[O:46][N:45]=[C:44]([C:51]3[CH:56]=[CH:55][CH:54]=[CH:53][C:52]=3[CH3:57])[C:43]=2[CH2:42][O:16][CH:14]2[CH2:15][CH:9]3[N:8]([C:6]([O:5][C:2]([CH3:1])([CH3:3])[CH3:4])=[O:7])[CH:12]([CH2:11][CH2:10]3)[CH2:13]2)[CH2:50][CH2:49]1. The catalyst class is: 253. (3) Reactant: [OH:1][C:2]1[C:3]([C:8]([O:10][CH3:11])=[O:9])=[N:4][CH:5]=[CH:6][CH:7]=1.[C:12](=O)([O-])[O-].[K+].[K+].IC.CN(C=O)C. Product: [CH3:12][O:1][C:2]1[C:3]([C:8]([O:10][CH3:11])=[O:9])=[N:4][CH:5]=[CH:6][CH:7]=1. The catalyst class is: 6. (4) Reactant: C(OC(=O)[NH:7][CH2:8][CH2:9][CH2:10][C:11]([NH:13][O:14][CH2:15][C:16]1[CH:21]=[CH:20][CH:19]=[CH:18][CH:17]=1)=[O:12])(C)(C)C.[ClH:23]. Product: [ClH:23].[NH2:7][CH2:8][CH2:9][CH2:10][C:11]([NH:13][O:14][CH2:15][C:16]1[CH:21]=[CH:20][CH:19]=[CH:18][CH:17]=1)=[O:12]. The catalyst class is: 817. (5) Reactant: Cl.Cl.[CH:3]1([NH:8][NH2:9])[CH2:7][CH2:6][CH2:5][CH2:4]1.[O-]CC.[Na+].C(O[CH:17]=[C:18]([C:21]#[N:22])[C:19]#[N:20])C. Product: [NH2:22][C:21]1[N:8]([CH:3]2[CH2:7][CH2:6][CH2:5][CH2:4]2)[N:9]=[CH:17][C:18]=1[C:19]#[N:20]. The catalyst class is: 14. (6) Reactant: CCN(C(C)C)C(C)C.Cl.[NH2:11][C:12]1[C:21]2[C:16](=[CH:17][CH:18]=[CH:19][CH:20]=2)[C:15]([C:22]([NH:24][C:25]2[C:26]([C:31]([NH:33][CH2:34][CH:35]3[CH2:40][CH2:39][O:38][CH2:37][CH2:36]3)=[O:32])=[N:27][CH:28]=[CH:29][CH:30]=2)=[O:23])=[CH:14][CH:13]=1.[CH3:41][N:42]=[C:43]=[O:44]. Product: [CH3:41][NH:42][C:43]([NH:11][C:12]1[C:21]2[C:16](=[CH:17][CH:18]=[CH:19][CH:20]=2)[C:15]([C:22]([NH:24][C:25]2[C:26]([C:31]([NH:33][CH2:34][CH:35]3[CH2:40][CH2:39][O:38][CH2:37][CH2:36]3)=[O:32])=[N:27][CH:28]=[CH:29][CH:30]=2)=[O:23])=[CH:14][CH:13]=1)=[O:44]. The catalyst class is: 279.